From a dataset of Catalyst prediction with 721,799 reactions and 888 catalyst types from USPTO. Predict which catalyst facilitates the given reaction. Reactant: [NH:1]1[C:5]2=[N:6][CH:7]=[CH:8][C:9]([NH:10][C:11]3[CH:15]=[CH:14][S:13][C:12]=3[C:16]([OH:18])=O)=[C:4]2[CH:3]=[CH:2]1.[N:19]([CH2:22][C@H:23]([C:25]1[CH:30]=[CH:29][CH:28]=[CH:27][CH:26]=1)[NH2:24])=[N+:20]=[N-:21].CCN(C(C)C)C(C)C.O. Product: [N:19]([CH2:22][C@@H:23]([NH:24][C:16]([C:12]1[S:13][CH:14]=[CH:15][C:11]=1[NH:10][C:9]1[CH:8]=[CH:7][N:6]=[C:5]2[NH:1][CH:2]=[CH:3][C:4]=12)=[O:18])[C:25]1[CH:26]=[CH:27][CH:28]=[CH:29][CH:30]=1)=[N+:20]=[N-:21]. The catalyst class is: 3.